From a dataset of NCI-60 drug combinations with 297,098 pairs across 59 cell lines. Regression. Given two drug SMILES strings and cell line genomic features, predict the synergy score measuring deviation from expected non-interaction effect. Drug 1: CNC(=O)C1=CC=CC=C1SC2=CC3=C(C=C2)C(=NN3)C=CC4=CC=CC=N4. Drug 2: C1C(C(OC1N2C=NC3=C2NC=NCC3O)CO)O. Cell line: U251. Synergy scores: CSS=15.8, Synergy_ZIP=-1.85, Synergy_Bliss=-0.468, Synergy_Loewe=1.56, Synergy_HSA=1.95.